This data is from Experimentally validated miRNA-target interactions with 360,000+ pairs, plus equal number of negative samples. The task is: Binary Classification. Given a miRNA mature sequence and a target amino acid sequence, predict their likelihood of interaction. (1) The miRNA is hsa-miR-4746-3p with sequence AGCGGUGCUCCUGCGGGCCGA. The protein sequence of the target gene is MGPLDVWDLSPLLSLWMNRFYIYMGCALGLTLCICVQIIKKQVTRSQEKRVPGAPDSSLSPQKKQTHVSGVKIFYGSQTGTAKGFAVVLAKAVTSLDLPVAIINLKEYDPDDSLIGEITSKTVCAFLVATYTDGCPTESAEWFCKWLEESANDFRFGKTYLKGLRYAVFGLGDSAYRSHFNKVSTNVDKWLWMLGAQRVLTRGEGDCNAVQSKHGSIEADFTAWKTKFISRLQALQRGEKKACGGNCKRGKCESAQHGPGEARPHPQGELHPGDAEEEEPCESSSEDELGTQDYQSLTSV.... Result: 0 (no interaction). (2) The miRNA is hsa-miR-6753-3p with sequence UGGUCUGUCUCUGCCCUGGCAC. The protein sequence of the target gene is MASESSPLLAYRLLGEEGAAFPPNGAGVSGVPSSRKLSTFLGVVVPTVLSMFSIVVFLRIGFVVGHAGLLQALAMLLVAYIILALTVLSVCAIATNGAVRGGGAYFMISRTLGPEVGGSIGLMFYLANVCGCAVSLLGLVESILDVFGADATGSSGIQVLPQGYGWNLLYGSLLLGLVGGVCTLGAGLYARASFLTFLLVSGSLASVLVSFVAVGPRNIPLAPRPGTNASSVPHRHGHFTGFNGSTLRDNLGAGYAEDYTTGAMMTFASVFAVLFNGCTGIMAGANMSGELKDPSRAIPL.... Result: 0 (no interaction). (3) The miRNA is mmu-miR-338-5p with sequence AACAAUAUCCUGGUGCUGAGUG. The protein sequence of the target gene is MAARPAATLAWSLLLLSSALLREGCRARFVAERDSEDDGEEPVVFPESPLQSPTVLVAVLARNAAHTLPHFLGCLERLDYPKSRMAIWAATDHNVDNTTEIFREWLKNVQRLYHYVEWRPMDEPESYPDEIGPKHWPTSRFAHVMKLRQAALRTAREKWSDYILFIDVDNFLTNPQTLNLLIAENKTIVAPMLESRGLYSNFWCGITPKGFYKRTPDYVQIREWKRTGCFPVPMVHSTFLIDLRKEASDKLTFYPPHQDYTWTFDDIIVFAFSSRQAGIQMYLCNREHYGYLPIPLKPHQ.... Result: 0 (no interaction). (4) The miRNA is hsa-miR-6850-5p with sequence GUGCGGAACGCUGGCCGGGGCG. The protein sequence of the target gene is MSDQKKEEEEEAAAAAAMATEGGKTSEPENNNKKPKTSGSQDSQPSPLALLAATCSKIGTPGENQATGQQQIIIDPSQGLVQLQNQPQQLELVTTQLAGNAWQLVASTPPASKENNVSQPASSSSSSSSSNNGSASPTKTKSGNSSTPGQFQVIQVQNPSGSVQYQVIPQLQTVEGQQIQINPTSSSSLQDLQGQIQLISAGNNQAILTAANRTASGNILAQNLANQTVPVQIRPGVSIPLQLQTLPGTQAQVVTTLPINIGGVTLALPVINNVAAGGGTGQVGQPAATADSGTSNGNQL.... Result: 0 (no interaction). (5) The miRNA is hsa-miR-922 with sequence GCAGCAGAGAAUAGGACUACGUC. The protein sequence of the target gene is MAAGQNGHEEWVGSAYLFVESSLDKVVLSDAYAHPQQKVAVYRALQAALAESGGSPDVLQMLKIHRSDPQLIVQLRFCGRQPCGRFLRAYREGALRAALQRSLAAALAQHSVPLQLELRAGAERLDALLADEERCLSCILAQQPDRLRDEELAELEDALRNLKCGSGARGGDGEVASAPLQPPVPSLSEVKPPPPPPPAQTFLFQGQPVVNRPLSLKDQQTFARSVGLKWRKVGRSLQRGCRALRDPALDSLAYEYEREGLYEQAFQLLRRFVQAEGRRATLQRLVEALEENELTSLAED.... Result: 1 (interaction).